This data is from NCI-60 drug combinations with 297,098 pairs across 59 cell lines. The task is: Regression. Given two drug SMILES strings and cell line genomic features, predict the synergy score measuring deviation from expected non-interaction effect. Drug 1: CC1C(C(CC(O1)OC2CC(CC3=C2C(=C4C(=C3O)C(=O)C5=C(C4=O)C(=CC=C5)OC)O)(C(=O)C)O)N)O.Cl. Drug 2: C1=C(C(=O)NC(=O)N1)N(CCCl)CCCl. Cell line: SN12C. Synergy scores: CSS=39.9, Synergy_ZIP=-4.62, Synergy_Bliss=1.18, Synergy_Loewe=3.41, Synergy_HSA=3.79.